Predict the reactants needed to synthesize the given product. From a dataset of Full USPTO retrosynthesis dataset with 1.9M reactions from patents (1976-2016). (1) Given the product [C:1]([C:5]1[CH:6]=[C:7]([CH:11]=[C:12]([C:14]([CH3:17])([CH3:16])[CH3:15])[CH:13]=1)[C:8]([N:28]([O:27][CH3:26])[CH3:29])=[O:9])([CH3:4])([CH3:3])[CH3:2], predict the reactants needed to synthesize it. The reactants are: [C:1]([C:5]1[CH:6]=[C:7]([CH:11]=[C:12]([C:14]([CH3:17])([CH3:16])[CH3:15])[CH:13]=1)[C:8](O)=[O:9])([CH3:4])([CH3:3])[CH3:2].C(N(CC)CC)C.Cl.[CH3:26][O:27][NH:28][CH3:29].C1C=CC2N(O)N=NC=2C=1. (2) Given the product [CH3:30][N:31]([CH3:32])[C:2]1[N:7]=[CH:6][C:5]([CH2:8][N:9]2[C:17]3[C:12](=[CH:13][CH:14]=[CH:15][CH:16]=3)[C:11]3([C:21]4=[CH:22][C:23]5[O:27][CH2:26][O:25][C:24]=5[CH:28]=[C:20]4[O:19][CH2:18]3)[C:10]2=[O:29])=[CH:4][CH:3]=1, predict the reactants needed to synthesize it. The reactants are: Cl[C:2]1[N:7]=[CH:6][C:5]([CH2:8][N:9]2[C:17]3[C:12](=[CH:13][CH:14]=[CH:15][CH:16]=3)[C:11]3([C:21]4=[CH:22][C:23]5[O:27][CH2:26][O:25][C:24]=5[CH:28]=[C:20]4[O:19][CH2:18]3)[C:10]2=[O:29])=[CH:4][CH:3]=1.[CH3:30][NH:31][CH3:32]. (3) Given the product [NH:8]1[C:16]2[C:11](=[CH:12][CH:13]=[CH:14][CH:15]=2)[C:10]2([C:25]3[C:20](=[CH:21][C:22]4[O:28][CH2:27][CH2:26][C:23]=4[CH:24]=3)[O:19][CH2:18][CH2:17]2)[C:9]1=[O:29], predict the reactants needed to synthesize it. The reactants are: C1(C(C2C=CC=CC=2)[N:8]2[C:16]3[C:11](=[CH:12][CH:13]=[CH:14][CH:15]=3)[C:10]3([C:25]4[C:20](=[CH:21][C:22]5[O:28][CH2:27][CH2:26][C:23]=5[CH:24]=4)[O:19][CH2:18][CH2:17]3)[C:9]2=[O:29])C=CC=CC=1.C1(C(C2C=CC=CC=2)N2C3C(=CC=CC=3)C3(C4C=C(C)C(OC)=CC=4OC3)C2=O)C=CC=CC=1. (4) Given the product [C:1]([C:3]1[CH:11]=[CH:10][C:6]([C:7]([N:20]([O:19][CH3:15])[CH3:21])=[O:8])=[CH:5][CH:4]=1)#[N:2], predict the reactants needed to synthesize it. The reactants are: [C:1]([C:3]1[CH:11]=[CH:10][C:6]([C:7](O)=[O:8])=[CH:5][CH:4]=1)#[N:2].CN([C:15]([O:19][N:20]1N=NC2C=CC=N[C:21]1=2)=[N+](C)C)C.F[P-](F)(F)(F)(F)F.CN. (5) Given the product [F:7][CH:5]1[CH2:6][CH:4]1[C:8]([O:10][C:11]([CH3:14])([CH3:13])[CH3:12])=[O:9], predict the reactants needed to synthesize it. The reactants are: [BH4-].[Na+].Cl[C:4]1([C:8]([O:10][C:11]([CH3:14])([CH3:13])[CH3:12])=[O:9])[CH2:6][CH:5]1[F:7].O.Cl. (6) Given the product [CH3:28][C:29]1([CH3:36])[O:34][CH2:33][CH:32]([N:23]2[CH2:22][CH2:21][C:20]3[CH:26]=[CH:27][C:17]([C:14]4[N:13]=[C:12]([C:7]5[CH:8]=[C:9]([C:10]#[N:11])[C:4]([O:3][CH2:1][CH3:2])=[N:5][CH:6]=5)[O:16][N:15]=4)=[CH:18][C:19]=3[CH2:25][CH2:24]2)[CH2:31][O:30]1, predict the reactants needed to synthesize it. The reactants are: [CH2:1]([O:3][C:4]1[C:9]([C:10]#[N:11])=[CH:8][C:7]([C:12]2[O:16][N:15]=[C:14]([C:17]3[CH:27]=[CH:26][C:20]4[CH2:21][CH2:22][NH:23][CH2:24][CH2:25][C:19]=4[CH:18]=3)[N:13]=2)=[CH:6][N:5]=1)[CH3:2].[CH3:28][C:29]1([CH3:36])[O:34][CH2:33][C:32](=O)[CH2:31][O:30]1.C(O[BH-](OC(=O)C)OC(=O)C)(=O)C.[Na+]. (7) Given the product [Br:1][C:2]1[CH:7]=[C:6]([C:8]2([CH3:18])[CH2:9][O:10][C:11]([CH2:14][F:15])([CH2:12][F:13])[C:16]([NH2:17])=[N:19]2)[C:5]([F:32])=[CH:4][N:3]=1, predict the reactants needed to synthesize it. The reactants are: [Br:1][C:2]1[CH:7]=[C:6]([C:8]([NH:19]S(C2C=CC=CC=2[N+]([O-])=O)(=O)=O)([CH3:18])[CH2:9][O:10][C:11]([C:16]#[N:17])([CH2:14][F:15])[CH2:12][F:13])[C:5]([F:32])=[CH:4][N:3]=1.C(N[C@H](C(O)=O)CS)(=O)C.C([O-])([O-])=O.[K+].[K+].